This data is from Peptide-MHC class I binding affinity with 185,985 pairs from IEDB/IMGT. The task is: Regression. Given a peptide amino acid sequence and an MHC pseudo amino acid sequence, predict their binding affinity value. This is MHC class I binding data. The peptide sequence is FANDKFTLV. The MHC is HLA-A02:01 with pseudo-sequence HLA-A02:01. The binding affinity (normalized) is 0.602.